This data is from Forward reaction prediction with 1.9M reactions from USPTO patents (1976-2016). The task is: Predict the product of the given reaction. Given the reactants [OH:1][C:2]1[CH:7]=[CH:6][C:5]([C:8]([N:10]2[CH2:14][CH2:13][CH2:12][C@H:11]2[CH2:15][N:16]2[CH2:20][CH2:19][CH2:18][CH2:17]2)=[O:9])=[CH:4][CH:3]=1.[N:21]1[CH:26]=[CH:25][N:24]=[CH:23][C:22]=1[CH2:27]O.C1(P(C2C=CC=CC=2)C2C=CC=CC=2)C=CC=CC=1.CCOC(/N=N/C(OCC)=O)=O, predict the reaction product. The product is: [N:21]1[CH:26]=[CH:25][N:24]=[CH:23][C:22]=1[CH2:27][O:1][C:2]1[CH:7]=[CH:6][C:5]([C:8]([N:10]2[CH2:14][CH2:13][CH2:12][C@H:11]2[CH2:15][N:16]2[CH2:17][CH2:18][CH2:19][CH2:20]2)=[O:9])=[CH:4][CH:3]=1.